Dataset: Forward reaction prediction with 1.9M reactions from USPTO patents (1976-2016). Task: Predict the product of the given reaction. (1) Given the reactants [F:1][C:2]([F:25])([F:24])[C:3]1[CH:8]=[CH:7][C:6]([N:9]2[CH:13]=[CH:12][C:11]([CH2:14][N:15]3[CH2:20][CH2:19][CH:18]([C:21]([OH:23])=O)[CH2:17][CH2:16]3)=[CH:10]2)=[CH:5][CH:4]=1.Cl[Li].Cl.CCN(C(C)C)C(C)C.CN(C(ON1N=NC2C=CC=NC1=2)=[N+](C)C)C.F[P-](F)(F)(F)(F)F.[N:62]1[CH:67]=[CH:66][CH:65]=[CH:64][C:63]=1[CH2:68][CH2:69][NH2:70], predict the reaction product. The product is: [N:62]1[CH:67]=[CH:66][CH:65]=[CH:64][C:63]=1[CH2:68][CH2:69][NH:70][C:21]([CH:18]1[CH2:19][CH2:20][N:15]([CH2:14][C:11]2[CH:12]=[CH:13][N:9]([C:6]3[CH:5]=[CH:4][C:3]([C:2]([F:24])([F:1])[F:25])=[CH:8][CH:7]=3)[CH:10]=2)[CH2:16][CH2:17]1)=[O:23]. (2) Given the reactants [NH:1]1[C:5]2[CH:6]=[CH:7][C:8]([NH2:10])=[CH:9][C:4]=2[N:3]=[CH:2]1.[CH2:11]([O:15][C:16]1[CH:23]=[CH:22][C:19]([CH:20]=O)=[CH:18][CH:17]=1)[CH2:12][CH2:13][CH3:14].C([O:26][C:27]([CH2:29][C:30](O)=[O:31])=O)C.C(=O)(OC)OC(C)(C)C[N+]#[C-].CC(C)([O-])C.[Na+], predict the reaction product. The product is: [NH:1]1[C:5]2[CH:6]=[CH:7][C:8]([N:10]3[CH:20]([C:19]4[CH:22]=[CH:23][C:16]([O:15][CH2:11][CH2:12][CH2:13][CH3:14])=[CH:17][CH:18]=4)[C:27](=[O:26])[CH2:29][C:30]3=[O:31])=[CH:9][C:4]=2[N:3]=[CH:2]1. (3) Given the reactants [C:1]([O:5][C:6]([NH:8][CH:9]([C:14]1[CH:19]=[CH:18][C:17]([O:20][C:21]([F:24])([F:23])[F:22])=[CH:16][CH:15]=1)[CH2:10][C:11](O)=[O:12])=[O:7])([CH3:4])([CH3:3])[CH3:2].[NH4+].[N:26]1(O)C2C=CC=CC=2N=N1.Cl.CN(C)CCCN=C=NCC.O, predict the reaction product. The product is: [C:1]([O:5][C:6](=[O:7])[NH:8][CH:9]([C:14]1[CH:19]=[CH:18][C:17]([O:20][C:21]([F:24])([F:23])[F:22])=[CH:16][CH:15]=1)[CH2:10][C:11]([NH2:26])=[O:12])([CH3:4])([CH3:3])[CH3:2]. (4) Given the reactants [Br:1][C:2]1[CH:7]=[C:6](Br)[CH:5]=[CH:4][C:3]=1[CH:9]([O:12][CH:13]([CH3:15])[CH3:14])[O:10][CH3:11].C([Li])CCC.CCCCCC.[Cl-].[NH4+], predict the reaction product. The product is: [Br:1][C:2]1[CH:7]=[CH:6][CH:5]=[CH:4][C:3]=1[CH:9]([O:12][CH:13]([CH3:15])[CH3:14])[O:10][CH3:11].